This data is from NCI-60 drug combinations with 297,098 pairs across 59 cell lines. The task is: Regression. Given two drug SMILES strings and cell line genomic features, predict the synergy score measuring deviation from expected non-interaction effect. (1) Synergy scores: CSS=19.2, Synergy_ZIP=4.63, Synergy_Bliss=6.51, Synergy_Loewe=-22.5, Synergy_HSA=4.22. Cell line: 786-0. Drug 1: CC1OCC2C(O1)C(C(C(O2)OC3C4COC(=O)C4C(C5=CC6=C(C=C35)OCO6)C7=CC(=C(C(=C7)OC)O)OC)O)O. Drug 2: CN(C)C1=NC(=NC(=N1)N(C)C)N(C)C. (2) Drug 1: C1=CC(=CC=C1CC(C(=O)O)N)N(CCCl)CCCl.Cl. Drug 2: C1=NNC2=C1C(=O)NC=N2. Cell line: PC-3. Synergy scores: CSS=4.91, Synergy_ZIP=3.67, Synergy_Bliss=-2.49, Synergy_Loewe=-10.5, Synergy_HSA=-3.95. (3) Drug 1: C1=C(C(=O)NC(=O)N1)F. Drug 2: N.N.Cl[Pt+2]Cl. Cell line: TK-10. Synergy scores: CSS=11.5, Synergy_ZIP=-1.56, Synergy_Bliss=-5.48, Synergy_Loewe=-8.29, Synergy_HSA=-5.75.